This data is from Reaction yield outcomes from USPTO patents with 853,638 reactions. The task is: Predict the reaction yield, written as a fraction of the theoretical maximum amount of product (1.0 means a 100% yield; for example, 0.34 means a 34% yield). The reactants are [CH2:1]([N:5]([CH2:18][CH2:19][C@H:20]([NH:42][C:43]([O:45][C:46]([CH3:49])([CH3:48])[CH3:47])=[O:44])[C:21]([N:23]1[CH2:27][C@H:26]([OH:28])[CH2:25][C@H:24]1[C:29]([NH:31][C@:32]1([C:37]([O:39][CH2:40][CH3:41])=[O:38])[CH2:34][C@H:33]1[CH:35]=[CH2:36])=[O:30])=[O:22])[S:6]([C:9]1[CH:14]=[CH:13][CH:12]=[CH:11][C:10]=1[N+:15]([O-:17])=[O:16])(=[O:8])=[O:7])[CH2:2][CH:3]=[CH2:4].N1([C:55]([N:57]2[CH:61]=[CH:60]N=[CH:58]2)=[O:56])C=CN=C1.C(N(C(C)C)C(C)C)C.Cl.[F:72][C:73]1C=[CH:80][CH:79]=[C:78]2[C:74]=1CNC2. The catalyst is C1(C)C=CC=CC=1. The product is [F:72][C:73]1[CH:74]=[CH:78][CH:79]=[C:80]2[C:60]=1[CH2:61][N:57]([C:55]([O:28][C@@H:26]1[CH2:25][C@@H:24]([C:29](=[O:30])[NH:31][C@:32]3([C:37]([O:39][CH2:40][CH3:41])=[O:38])[CH2:34][C@H:33]3[CH:35]=[CH2:36])[N:23]([C:21](=[O:22])[C@@H:20]([NH:42][C:43]([O:45][C:46]([CH3:48])([CH3:47])[CH3:49])=[O:44])[CH2:19][CH2:18][N:5]([CH2:1][CH2:2][CH:3]=[CH2:4])[S:6]([C:9]3[CH:14]=[CH:13][CH:12]=[CH:11][C:10]=3[N+:15]([O-:17])=[O:16])(=[O:8])=[O:7])[CH2:27]1)=[O:56])[CH2:58]2. The yield is 0.840.